Predict the product of the given reaction. From a dataset of Forward reaction prediction with 1.9M reactions from USPTO patents (1976-2016). (1) Given the reactants [C:1]([O:5][C:6](=[O:21])[C@H:7]([NH2:20])[CH2:8][N:9]1[C:13](=[O:14])[C:12]2=[CH:15][CH:16]=[CH:17][CH:18]=[C:11]2[C:10]1=[O:19])([CH3:4])([CH3:3])[CH3:2].C[Si](C#N)(C)C.[CH3:28][C:29]1[CH:34]=[C:33]([O:35][CH3:36])[CH:32]=[C:31]([CH3:37])[C:30]=1[S:38](Cl)(=[O:40])=[O:39].Cl, predict the reaction product. The product is: [CH3:28][C:29]1[CH:34]=[C:33]([O:35][CH3:36])[CH:32]=[C:31]([CH3:37])[C:30]=1[S:38]([NH:20][C@H:7]([CH2:8][N:9]1[C:10](=[O:19])[C:11]2=[CH:18][CH:17]=[CH:16][CH:15]=[C:12]2[C:13]1=[O:14])[C:6]([O:5][C:1]([CH3:4])([CH3:2])[CH3:3])=[O:21])(=[O:39])=[O:40]. (2) Given the reactants [OH:1][C:2]([CH3:27])([CH3:26])[C:3](=[O:25])[CH2:4][CH2:5][C@@H:6]([C@@H:14]1[C@:22]2([CH3:23])[C@H:17]([C:18](=[O:24])[CH2:19][CH2:20][CH2:21]2)[CH2:16][CH2:15]1)[CH2:7][CH2:8][CH2:9][C:10]([OH:13])([CH3:12])[CH3:11].[Si:28]([C:32]1NC=CN=1)([CH3:31])([CH3:30])C, predict the reaction product. The product is: [CH3:23][C@@:22]12[C@@H:14]([C@@H:6]([CH2:7][CH2:8][CH2:9][C:10]([CH3:12])([O:13][Si:28]([CH3:32])([CH3:31])[CH3:30])[CH3:11])[CH2:5][CH2:4][C:3](=[O:25])[C:2]([CH3:27])([O:1][Si:28]([CH3:32])([CH3:31])[CH3:30])[CH3:26])[CH2:15][CH2:16][C@H:17]1[C:18](=[O:24])[CH2:19][CH2:20][CH2:21]2. (3) Given the reactants [CH:1]1([NH:4][C:5](=[O:33])[C:6]2[CH:11]=[C:10]([C:12]3[CH:13]=[C:14]4[C:19](=[CH:20][CH:21]=3)[C:18](=[O:22])[N:17]([CH2:23][C:24]([CH3:28])([CH3:27])[CH2:25][OH:26])[CH:16]=[C:15]4[CH:29]=[O:30])[C:9]([CH3:31])=[C:8]([F:32])[CH:7]=2)[CH2:3][CH2:2]1.[C:34]([Si:38]([CH3:41])([CH3:40])Cl)([CH3:37])([CH3:36])[CH3:35].N1C=CN=C1, predict the reaction product. The product is: [Si:38]([O:26][CH2:25][C:24]([CH3:27])([CH3:28])[CH2:23][N:17]1[CH:16]=[C:15]([CH:29]=[O:30])[C:14]2[C:19](=[CH:20][CH:21]=[C:12]([C:10]3[CH:11]=[C:6]([CH:7]=[C:8]([F:32])[C:9]=3[CH3:31])[C:5]([NH:4][CH:1]3[CH2:3][CH2:2]3)=[O:33])[CH:13]=2)[C:18]1=[O:22])([C:34]([CH3:37])([CH3:36])[CH3:35])([CH3:41])[CH3:40]. (4) Given the reactants [C:1]([O:5][C:6](=[O:16])[NH:7][CH2:8][CH2:9][N:10]1[CH:14]=[C:13]([NH2:15])[N:12]=[CH:11]1)([CH3:4])([CH3:3])[CH3:2].[F:17][C:18]([F:29])([F:28])[C:19]1[CH:20]=[C:21]([N:25]=[C:26]=[O:27])[CH:22]=[CH:23][CH:24]=1, predict the reaction product. The product is: [C:1]([O:5][C:6](=[O:16])[NH:7][CH2:8][CH2:9][N:10]1[CH:14]=[C:13]([NH:15][C:26]([NH:25][C:21]2[CH:22]=[CH:23][CH:24]=[C:19]([C:18]([F:17])([F:28])[F:29])[CH:20]=2)=[O:27])[N:12]=[CH:11]1)([CH3:4])([CH3:2])[CH3:3]. (5) Given the reactants [Br:1][C:2]1[CH:7]=[CH:6][C:5]([CH2:8][CH2:9][OH:10])=[C:4](C)[CH:3]=1.BrC1C=CC(C=C)=C([Cl:21])C=1.B1C2CCCC1CCC2, predict the reaction product. The product is: [Br:1][C:2]1[CH:7]=[CH:6][C:5]([CH2:8][CH2:9][OH:10])=[C:4]([Cl:21])[CH:3]=1. (6) Given the reactants [CH3:1][Li].C[Mg]Br.[O:6]1[C:10]2([CH2:15][CH2:14][C:13](=[O:16])[CH2:12][CH2:11]2)[O:9][CH2:8][CH2:7]1, predict the reaction product. The product is: [CH3:1][C:13]1([OH:16])[CH2:12][CH2:11][C:10]2([O:9][CH2:8][CH2:7][O:6]2)[CH2:15][CH2:14]1.